This data is from Peptide-MHC class I binding affinity with 185,985 pairs from IEDB/IMGT. The task is: Regression. Given a peptide amino acid sequence and an MHC pseudo amino acid sequence, predict their binding affinity value. This is MHC class I binding data. (1) The peptide sequence is RMFGMPTAL. The MHC is HLA-A02:01 with pseudo-sequence HLA-A02:01. The binding affinity (normalized) is 0.843. (2) The peptide sequence is FPRIWLHGL. The MHC is HLA-A01:01 with pseudo-sequence HLA-A01:01. The binding affinity (normalized) is 0. (3) The peptide sequence is YPLTFGWCY. The MHC is HLA-B15:03 with pseudo-sequence HLA-B15:03. The binding affinity (normalized) is 0.188. (4) The peptide sequence is SGPSNTYPEI. The MHC is HLA-B58:01 with pseudo-sequence HLA-B58:01. The binding affinity (normalized) is 0.274. (5) The peptide sequence is EFVSANLAM. The MHC is HLA-A02:03 with pseudo-sequence HLA-A02:03. The binding affinity (normalized) is 0.0847. (6) The peptide sequence is KVLAARLKR. The MHC is HLA-A31:01 with pseudo-sequence HLA-A31:01. The binding affinity (normalized) is 0.399. (7) The peptide sequence is GRWMLPQGM. The MHC is HLA-A31:01 with pseudo-sequence HLA-A31:01. The binding affinity (normalized) is 0.0847.